This data is from NCI-60 drug combinations with 297,098 pairs across 59 cell lines. The task is: Regression. Given two drug SMILES strings and cell line genomic features, predict the synergy score measuring deviation from expected non-interaction effect. (1) Drug 1: CC1=CC2C(CCC3(C2CCC3(C(=O)C)OC(=O)C)C)C4(C1=CC(=O)CC4)C. Drug 2: CC1=C(N=C(N=C1N)C(CC(=O)N)NCC(C(=O)N)N)C(=O)NC(C(C2=CN=CN2)OC3C(C(C(C(O3)CO)O)O)OC4C(C(C(C(O4)CO)O)OC(=O)N)O)C(=O)NC(C)C(C(C)C(=O)NC(C(C)O)C(=O)NCCC5=NC(=CS5)C6=NC(=CS6)C(=O)NCCC[S+](C)C)O. Cell line: NCI-H460. Synergy scores: CSS=23.5, Synergy_ZIP=-0.890, Synergy_Bliss=-2.13, Synergy_Loewe=-30.3, Synergy_HSA=-2.44. (2) Drug 1: CC1=C2C(C(=O)C3(C(CC4C(C3C(C(C2(C)C)(CC1OC(=O)C(C(C5=CC=CC=C5)NC(=O)C6=CC=CC=C6)O)O)OC(=O)C7=CC=CC=C7)(CO4)OC(=O)C)O)C)OC(=O)C. Drug 2: C1=CN(C=N1)CC(O)(P(=O)(O)O)P(=O)(O)O. Cell line: SF-539. Synergy scores: CSS=39.8, Synergy_ZIP=-4.88, Synergy_Bliss=-5.59, Synergy_Loewe=-28.5, Synergy_HSA=-5.54. (3) Drug 1: COC1=CC(=CC(=C1O)OC)C2C3C(COC3=O)C(C4=CC5=C(C=C24)OCO5)OC6C(C(C7C(O6)COC(O7)C8=CC=CS8)O)O. Drug 2: CC1=C(C=C(C=C1)C(=O)NC2=CC(=CC(=C2)C(F)(F)F)N3C=C(N=C3)C)NC4=NC=CC(=N4)C5=CN=CC=C5. Cell line: SNB-19. Synergy scores: CSS=48.9, Synergy_ZIP=8.22, Synergy_Bliss=9.29, Synergy_Loewe=-9.63, Synergy_HSA=7.26. (4) Drug 1: C1=NC2=C(N1)C(=S)N=C(N2)N. Drug 2: COC1=NC(=NC2=C1N=CN2C3C(C(C(O3)CO)O)O)N. Cell line: PC-3. Synergy scores: CSS=33.7, Synergy_ZIP=-6.94, Synergy_Bliss=-4.15, Synergy_Loewe=-11.5, Synergy_HSA=-3.55. (5) Drug 1: CC1=C2C(C(=O)C3(C(CC4C(C3C(C(C2(C)C)(CC1OC(=O)C(C(C5=CC=CC=C5)NC(=O)OC(C)(C)C)O)O)OC(=O)C6=CC=CC=C6)(CO4)OC(=O)C)OC)C)OC. Drug 2: CC1=C(C(=O)C2=C(C1=O)N3CC4C(C3(C2COC(=O)N)OC)N4)N. Cell line: NCI-H322M. Synergy scores: CSS=30.3, Synergy_ZIP=-12.3, Synergy_Bliss=-8.01, Synergy_Loewe=-20.1, Synergy_HSA=-6.59. (6) Drug 1: C1=CC(=CC=C1C#N)C(C2=CC=C(C=C2)C#N)N3C=NC=N3. Drug 2: C1=NC2=C(N=C(N=C2N1C3C(C(C(O3)CO)O)O)F)N. Cell line: SN12C. Synergy scores: CSS=29.9, Synergy_ZIP=-7.80, Synergy_Bliss=-1.72, Synergy_Loewe=-4.33, Synergy_HSA=-3.79. (7) Drug 1: CN(C)N=NC1=C(NC=N1)C(=O)N. Drug 2: C1CN(CCN1C(=O)CCBr)C(=O)CCBr. Cell line: OVCAR-4. Synergy scores: CSS=1.50, Synergy_ZIP=0.459, Synergy_Bliss=1.38, Synergy_Loewe=-0.100, Synergy_HSA=0.0464.